From a dataset of Experimentally validated miRNA-target interactions with 360,000+ pairs, plus equal number of negative samples. Binary Classification. Given a miRNA mature sequence and a target amino acid sequence, predict their likelihood of interaction. The miRNA is hsa-miR-3927-5p with sequence GCCUAUCACAUAUCUGCCUGU. The protein sequence of the target gene is MGAMTQLLAGVFLAFLALATEGGVLKKVIRHKRQSGVNATLPEENQPVVFNHVYNIKLPVGSQCSVDLESASGEKDLAPPSEPSESFQEHTVDGENQIVFTHRINIPRRACGCAAAPDVKELLSRLEELENLVSSLREQCTAGAGCCLQPATGRLDTRPFCSGRGNFSTEGCGCVCEPGWKGPNCSEPECPGNCHLRGRCIDGQCICDDGFTGEDCSQLACPSDCNDQGKCVNGVCICFEGYAGADCSREICPVPCSEEHGTCVDGLCVCHDGFAGDDCNKPLCLNNCYNRGRCVENECV.... Result: 0 (no interaction).